Dataset: Catalyst prediction with 721,799 reactions and 888 catalyst types from USPTO. Task: Predict which catalyst facilitates the given reaction. (1) Reactant: C[O:2][C:3](=[O:30])/[CH:4]=[CH:5]/[C:6]1[CH:7]=[CH:8][C:9]2[O:27][C:13]3([CH2:18][CH2:17][CH2:16][N:15]([CH2:19][CH2:20][C:21]4[CH:26]=[CH:25][CH:24]=[CH:23][CH:22]=4)[CH2:14]3)[NH:12][C:11](=[O:28])[C:10]=2[CH:29]=1.[OH-].[Na+]. Product: [C:21]1([CH2:20][CH2:19][N:15]2[CH2:16][CH2:17][CH2:18][C:13]3([NH:12][C:11](=[O:28])[C:10]4[CH:29]=[C:6](/[CH:5]=[CH:4]/[C:3]([OH:30])=[O:2])[CH:7]=[CH:8][C:9]=4[O:27]3)[CH2:14]2)[CH:26]=[CH:25][CH:24]=[CH:23][CH:22]=1. The catalyst class is: 127. (2) Reactant: C(OC[N:10]1[N:14]=[N:13][C:12]([C:15]2[S:16][C:17]([C:21]([NH:23][CH2:24][C:25]3[CH:26]=[N:27][CH:28]=[CH:29][CH:30]=3)=[O:22])=[C:18]([CH3:20])[N:19]=2)=[N:11]1)C1C=CC=CC=1. Product: [CH3:20][C:18]1[N:19]=[C:15]([C:12]2[N:13]=[N:14][NH:10][N:11]=2)[S:16][C:17]=1[C:21]([NH:23][CH2:24][C:25]1[CH:26]=[N:27][CH:28]=[CH:29][CH:30]=1)=[O:22]. The catalyst class is: 240. (3) Reactant: C(OC([NH:8][C:9]1[N:10]([C:27]2[CH:32]=[CH:31][C:30]([F:33])=[CH:29][C:28]=2[F:34])[C:11]2[C:16]([C:17](=[O:19])[CH:18]=1)=[CH:15][CH:14]=[C:13]([C:20]1[C:21]([CH3:26])=[N:22][O:23][C:24]=1[CH3:25])[CH:12]=2)=O)(C)(C)C.C(O)(C(F)(F)F)=O.[OH-].[Na+].C(OCC)(=O)C. Product: [NH2:8][C:9]1[N:10]([C:27]2[CH:32]=[CH:31][C:30]([F:33])=[CH:29][C:28]=2[F:34])[C:11]2[C:16]([C:17](=[O:19])[CH:18]=1)=[CH:15][CH:14]=[C:13]([C:20]1[C:21]([CH3:26])=[N:22][O:23][C:24]=1[CH3:25])[CH:12]=2. The catalyst class is: 22. (4) Reactant: C([O:8][C:9](=[O:40])[C:10]([CH3:39])([O:12][C:13]1[CH:18]=[CH:17][CH:16]=[C:15]([CH:19]2[CH2:24][CH2:23][CH2:22][N:21]([C:25](=[O:38])[NH:26][CH2:27][C:28]3[CH:33]=[CH:32][C:31]([C:34]([F:37])([F:36])[F:35])=[CH:30][CH:29]=3)[CH2:20]2)[CH:14]=1)[CH3:11])C1C=CC=CC=1. Product: [CH3:39][C:10]([O:12][C:13]1[CH:18]=[CH:17][CH:16]=[C:15]([CH:19]2[CH2:24][CH2:23][CH2:22][N:21]([C:25](=[O:38])[NH:26][CH2:27][C:28]3[CH:29]=[CH:30][C:31]([C:34]([F:36])([F:37])[F:35])=[CH:32][CH:33]=3)[CH2:20]2)[CH:14]=1)([CH3:11])[C:9]([OH:40])=[O:8]. The catalyst class is: 43. (5) Reactant: [NH2:1][CH2:2][C@@H:3]([OH:18])[CH2:4][N:5]1[CH2:10][CH2:9][N:8]([C:11]([O:13][C:14]([CH3:17])([CH3:16])[CH3:15])=[O:12])[CH2:7][CH2:6]1.C(N(C(C)C)CC)(C)C.[C:28](Cl)([O:30][CH2:31][C:32]1[CH:37]=[CH:36][CH:35]=[CH:34][CH:33]=1)=[O:29].O. Product: [CH2:31]([O:30][C:28]([NH:1][CH2:2][C@@H:3]([OH:18])[CH2:4][N:5]1[CH2:10][CH2:9][N:8]([C:11]([O:13][C:14]([CH3:15])([CH3:17])[CH3:16])=[O:12])[CH2:7][CH2:6]1)=[O:29])[C:32]1[CH:37]=[CH:36][CH:35]=[CH:34][CH:33]=1. The catalyst class is: 4. (6) Reactant: Cl[CH:2]([CH:13]1[CH2:15][CH2:14]1)[CH2:3][C:4]1[CH:9]=[CH:8][CH:7]=[CH:6][C:5]=1[N+:10]([O-:12])=[O:11].N12CCCN=C1CCCCC2. Product: [CH:13]1([CH:2]=[CH:3][C:4]2[CH:9]=[CH:8][CH:7]=[CH:6][C:5]=2[N+:10]([O-:12])=[O:11])[CH2:15][CH2:14]1. The catalyst class is: 12.